Dataset: NCI-60 drug combinations with 297,098 pairs across 59 cell lines. Task: Regression. Given two drug SMILES strings and cell line genomic features, predict the synergy score measuring deviation from expected non-interaction effect. (1) Drug 1: CN(CC1=CN=C2C(=N1)C(=NC(=N2)N)N)C3=CC=C(C=C3)C(=O)NC(CCC(=O)O)C(=O)O. Synergy scores: CSS=69.6, Synergy_ZIP=-0.229, Synergy_Bliss=-1.81, Synergy_Loewe=-3.64, Synergy_HSA=-0.891. Cell line: HL-60(TB). Drug 2: B(C(CC(C)C)NC(=O)C(CC1=CC=CC=C1)NC(=O)C2=NC=CN=C2)(O)O. (2) Drug 1: CC1OCC2C(O1)C(C(C(O2)OC3C4COC(=O)C4C(C5=CC6=C(C=C35)OCO6)C7=CC(=C(C(=C7)OC)O)OC)O)O. Drug 2: CC1=C(C=C(C=C1)NC(=O)C2=CC=C(C=C2)CN3CCN(CC3)C)NC4=NC=CC(=N4)C5=CN=CC=C5. Cell line: MCF7. Synergy scores: CSS=25.9, Synergy_ZIP=0.455, Synergy_Bliss=4.71, Synergy_Loewe=-10.6, Synergy_HSA=2.21. (3) Drug 1: C1=CC(=CC=C1CCCC(=O)O)N(CCCl)CCCl. Drug 2: C1=CC=C(C=C1)NC(=O)CCCCCCC(=O)NO. Cell line: MALME-3M. Synergy scores: CSS=28.2, Synergy_ZIP=-4.10, Synergy_Bliss=-0.0847, Synergy_Loewe=-4.89, Synergy_HSA=2.54. (4) Drug 1: C1=CC(=CC=C1CCC2=CNC3=C2C(=O)NC(=N3)N)C(=O)NC(CCC(=O)O)C(=O)O. Drug 2: CC1CCC2CC(C(=CC=CC=CC(CC(C(=O)C(C(C(=CC(C(=O)CC(OC(=O)C3CCCCN3C(=O)C(=O)C1(O2)O)C(C)CC4CCC(C(C4)OC)OCCO)C)C)O)OC)C)C)C)OC. Cell line: NCI/ADR-RES. Synergy scores: CSS=21.9, Synergy_ZIP=-1.99, Synergy_Bliss=-0.0452, Synergy_Loewe=3.27, Synergy_HSA=3.56. (5) Drug 1: CC1=C2C(C(=O)C3(C(CC4C(C3C(C(C2(C)C)(CC1OC(=O)C(C(C5=CC=CC=C5)NC(=O)OC(C)(C)C)O)O)OC(=O)C6=CC=CC=C6)(CO4)OC(=O)C)O)C)O. Drug 2: CC1C(C(CC(O1)OC2CC(OC(C2O)C)OC3=CC4=CC5=C(C(=O)C(C(C5)C(C(=O)C(C(C)O)O)OC)OC6CC(C(C(O6)C)O)OC7CC(C(C(O7)C)O)OC8CC(C(C(O8)C)O)(C)O)C(=C4C(=C3C)O)O)O)O. Cell line: HS 578T. Synergy scores: CSS=32.1, Synergy_ZIP=5.82, Synergy_Bliss=7.03, Synergy_Loewe=7.58, Synergy_HSA=8.15. (6) Drug 1: CC1C(C(=O)NC(C(=O)N2CCCC2C(=O)N(CC(=O)N(C(C(=O)O1)C(C)C)C)C)C(C)C)NC(=O)C3=C4C(=C(C=C3)C)OC5=C(C(=O)C(=C(C5=N4)C(=O)NC6C(OC(=O)C(N(C(=O)CN(C(=O)C7CCCN7C(=O)C(NC6=O)C(C)C)C)C)C(C)C)C)N)C. Drug 2: CN1C2=C(C=C(C=C2)N(CCCl)CCCl)N=C1CCCC(=O)O.Cl. Synergy scores: CSS=39.9, Synergy_ZIP=1.54, Synergy_Bliss=-0.531, Synergy_Loewe=-68.1, Synergy_HSA=-3.67. Cell line: CAKI-1. (7) Drug 1: CCC1=CC2CC(C3=C(CN(C2)C1)C4=CC=CC=C4N3)(C5=C(C=C6C(=C5)C78CCN9C7C(C=CC9)(C(C(C8N6C)(C(=O)OC)O)OC(=O)C)CC)OC)C(=O)OC.C(C(C(=O)O)O)(C(=O)O)O. Drug 2: CC1C(C(CC(O1)OC2CC(OC(C2O)C)OC3=CC4=CC5=C(C(=O)C(C(C5)C(C(=O)C(C(C)O)O)OC)OC6CC(C(C(O6)C)O)OC7CC(C(C(O7)C)O)OC8CC(C(C(O8)C)O)(C)O)C(=C4C(=C3C)O)O)O)O. Cell line: ACHN. Synergy scores: CSS=29.7, Synergy_ZIP=5.37, Synergy_Bliss=6.62, Synergy_Loewe=7.24, Synergy_HSA=7.19.